Dataset: Reaction yield outcomes from USPTO patents with 853,638 reactions. Task: Predict the reaction yield, written as a fraction of the theoretical maximum amount of product (1.0 means a 100% yield; for example, 0.34 means a 34% yield). (1) The reactants are [CH:1]1[C:18]2[CH:17]=[CH:16][C:15]3[C:6](=[CH:7][C:8](B(O)O)=[C:9]4[C:14]=3[CH:13]=[CH:12][CH:11]=[CH:10]4)[C:5]=2[CH:4]=[CH:3][CH:2]=1.[Br:22][C:23]1[CH:24]=[C:25](I)[CH:26]=[CH:27][CH:28]=1.C1(C)C=CC=CC=1.C(=O)([O-])[O-].[Na+].[Na+]. The product is [Br:22][C:23]1[CH:24]=[C:25]([C:17]2[CH:16]=[C:15]3[C:6](=[C:5]4[C:18]=2[CH:1]=[CH:2][CH:3]=[CH:4]4)[CH:7]=[CH:8][C:9]2[CH:10]=[CH:11][CH:12]=[CH:13][C:14]3=2)[CH:26]=[CH:27][CH:28]=1. The yield is 0.284. The catalyst is C1C=CC([P]([Pd]([P](C2C=CC=CC=2)(C2C=CC=CC=2)C2C=CC=CC=2)([P](C2C=CC=CC=2)(C2C=CC=CC=2)C2C=CC=CC=2)[P](C2C=CC=CC=2)(C2C=CC=CC=2)C2C=CC=CC=2)(C2C=CC=CC=2)C2C=CC=CC=2)=CC=1.CO.O.C(COC)OC. (2) The reactants are [CH2:1]([O:3][C:4]1[CH:12]=[CH:11][C:7]([C:8]([OH:10])=O)=[CH:6][CH:5]=1)[CH3:2].Cl.[NH2:14][C:15]1([C:18]([O:20][CH2:21][CH3:22])=[O:19])[CH2:17][CH2:16]1.Cl.CN(C)CCCN=C=NCC.ON1C2C=CC=CC=2N=N1.C(N(C(C)C)CC)(C)C. The catalyst is O1CCCC1.C(OCC)(=O)C. The product is [CH2:1]([O:3][C:4]1[CH:5]=[CH:6][C:7]([C:8]([NH:14][C:15]2([C:18]([O:20][CH2:21][CH3:22])=[O:19])[CH2:17][CH2:16]2)=[O:10])=[CH:11][CH:12]=1)[CH3:2]. The yield is 0.840. (3) The yield is 0.440. The product is [Cl:20][C:21]1[CH:22]=[C:23]([CH2:24][CH2:25][NH:26][CH2:18][C:16]2[CH:15]=[CH:14][C:3]([O:4][C:5]3[N:6]=[CH:7][C:8]([C:11]([NH2:13])=[O:12])=[N:9][CH:10]=3)=[C:2]([F:1])[CH:17]=2)[CH:27]=[CH:28][C:29]=1[Cl:30]. The catalyst is CO. The reactants are [F:1][C:2]1[CH:17]=[C:16]([CH:18]=O)[CH:15]=[CH:14][C:3]=1[O:4][C:5]1[N:6]=[CH:7][C:8]([C:11]([NH2:13])=[O:12])=[N:9][CH:10]=1.[Cl:20][C:21]1[CH:22]=[C:23]([CH:27]=[CH:28][C:29]=1[Cl:30])[CH2:24][CH2:25][NH2:26].[BH4-].[Na+]. (4) The reactants are [NH2:1][C:2]1[CH:7]=[C:6]([F:8])[CH:5]=[CH:4][C:3]=1[SH:9].Br[CH2:11][C:12]1[CH:21]=[CH:20][CH:19]=[CH:18][C:13]=1[C:14]([O:16][CH3:17])=[O:15].C([O-])([O-])=O.[K+].[K+]. The catalyst is CN(C=O)C. The product is [NH2:1][C:2]1[CH:7]=[C:6]([F:8])[CH:5]=[CH:4][C:3]=1[S:9][CH2:11][C:12]1[CH:21]=[CH:20][CH:19]=[CH:18][C:13]=1[C:14]([O:16][CH3:17])=[O:15]. The yield is 0.600. (5) The reactants are [C@@H:1]1([N:10]2[C:19]3[N:18]=[CH:17][N:16]=[C:14]([NH2:15])[C:13]=3[N:12]=[CH:11]2)[O:9][C@H:6]([CH2:7][OH:8])[C@@H:4]([OH:5])[C@H:2]1[OH:3].[H-].[Na+].CC[O:24][C:25]([CH3:27])=[O:26]. The catalyst is C(OC(=O)C)(=O)C. The product is [C:25]([OH:26])(=[O:24])[CH3:27].[C:25]([OH:26])(=[O:24])[CH3:27].[C:25]([OH:26])(=[O:24])[CH3:27].[C:25]([OH:26])(=[O:24])[CH3:27].[C:25]([OH:26])(=[O:24])[CH3:27].[C@@H:1]1([N:10]2[C:19]3[N:18]=[CH:17][N:16]=[C:14]([NH2:15])[C:13]=3[N:12]=[CH:11]2)[O:9][C@H:6]([CH2:7][OH:8])[C@@H:4]([OH:5])[C@H:2]1[OH:3]. The yield is 0.310. (6) The reactants are CO[C:3](=[O:18])[C:4]1[CH:9]=[CH:8][CH:7]=[CH:6][C:5]=1[O:10][CH2:11][CH2:12][N:13]1[CH2:17][CH2:16][CH2:15][CH2:14]1.[OH-].[Na+].[F:21][C:22]1[CH:27]=[CH:26][C:25]([NH:28][C:29]([C:31]2[C:35]([NH2:36])=[CH:34][NH:33][N:32]=2)=[O:30])=[CH:24][CH:23]=1.C(Cl)CCl.C1C=CC2N(O)N=NC=2C=1. The catalyst is CS(C)=O.O. The product is [F:21][C:22]1[CH:23]=[CH:24][C:25]([NH:28][C:29]([C:31]2[C:35]([NH:36][C:3](=[O:18])[C:4]3[CH:9]=[CH:8][CH:7]=[CH:6][C:5]=3[O:10][CH2:11][CH2:12][N:13]3[CH2:14][CH2:15][CH2:16][CH2:17]3)=[CH:34][NH:33][N:32]=2)=[O:30])=[CH:26][CH:27]=1. The yield is 0.140. (7) The reactants are N1C=NN=N1.[OH:6][C:7]1[C:8]([C:31]([CH3:34])([CH3:33])[CH3:32])=[CH:9][C:10]([C:27]([CH3:30])([CH3:29])[CH3:28])=[C:11]([NH:13][C:14]([C:16]2[C:25](=[O:26])[C:24]3[C:19](=[CH:20][CH:21]=[CH:22][CH:23]=3)[NH:18][CH:17]=2)=[O:15])[CH:12]=1.C(N(C(C)C)[P:39]([O:48][CH2:49][C:50]1[CH:55]=[CH:54][CH:53]=[CH:52][CH:51]=1)[O:40][CH2:41][C:42]1[CH:47]=[CH:46][CH:45]=[CH:44][CH:43]=1)(C)C.C([O:63]O)(C)(C)C. The catalyst is ClCCl. The product is [CH2:49]([O:48][P:39]([O:6][C:7]1[CH:12]=[C:11]([NH:13][C:14]([C:16]2[C:25](=[O:26])[C:24]3[C:19](=[CH:20][CH:21]=[CH:22][CH:23]=3)[NH:18][CH:17]=2)=[O:15])[C:10]([C:27]([CH3:28])([CH3:30])[CH3:29])=[CH:9][C:8]=1[C:31]([CH3:34])([CH3:33])[CH3:32])(=[O:63])[O:40][CH2:41][C:42]1[CH:43]=[CH:44][CH:45]=[CH:46][CH:47]=1)[C:50]1[CH:51]=[CH:52][CH:53]=[CH:54][CH:55]=1. The yield is 0.610.